The task is: Regression. Given a peptide amino acid sequence and an MHC pseudo amino acid sequence, predict their binding affinity value. This is MHC class II binding data.. This data is from Peptide-MHC class II binding affinity with 134,281 pairs from IEDB. The peptide sequence is GVTVKDVTITAPGDS. The MHC is HLA-DPA10201-DPB11401 with pseudo-sequence HLA-DPA10201-DPB11401. The binding affinity (normalized) is 0.